Predict the reactants needed to synthesize the given product. From a dataset of Full USPTO retrosynthesis dataset with 1.9M reactions from patents (1976-2016). The reactants are: [Cl:1][C:2]1[CH:7]=[C:6]([Cl:8])[CH:5]=[CH:4][C:3]=1[CH2:9][CH:10]([NH:13][O:14][CH3:15])[CH2:11][F:12].C(N(CC)CC)C.[F:23][CH:24]([F:34])[C:25]1[C:29]([C:30](Cl)=[O:31])=[CH:28][N:27]([CH3:33])[N:26]=1. Given the product [Cl:1][C:2]1[CH:7]=[C:6]([Cl:8])[CH:5]=[CH:4][C:3]=1[CH2:9][CH:10]([N:13]([O:14][CH3:15])[C:30]([C:29]1[C:25]([CH:24]([F:34])[F:23])=[N:26][N:27]([CH3:33])[CH:28]=1)=[O:31])[CH2:11][F:12], predict the reactants needed to synthesize it.